Dataset: Reaction yield outcomes from USPTO patents with 853,638 reactions. Task: Predict the reaction yield, written as a fraction of the theoretical maximum amount of product (1.0 means a 100% yield; for example, 0.34 means a 34% yield). (1) The reactants are [F:1][C:2]1[CH:3]=[C:4]([CH:7]=[CH:8][CH:9]=1)[CH:5]=O.C(O)(=O)[CH2:11][C:12]([OH:14])=[O:13].N1CCCCC1. The catalyst is N1C=CC=CC=1. The product is [F:1][C:2]1[CH:3]=[C:4]([CH:5]=[CH:11][C:12]([OH:14])=[O:13])[CH:7]=[CH:8][CH:9]=1. The yield is 0.969. (2) The product is [CH3:24][N:25]([CH3:36])[CH2:26][CH2:27][O:28][C:29]1[N:30]=[CH:31][C:32]([S:35][C:2]2[CH:7]=[C:6]([CH3:8])[C:5]([C:9]3[N:10]=[C:11]([NH:14][C:15](=[O:22])[C:16]4[CH:21]=[CH:20][N:19]=[CH:18][CH:17]=4)[S:12][CH:13]=3)=[C:4]([CH3:23])[CH:3]=2)=[N:33][CH:34]=1. The yield is 0.470. The reactants are I[C:2]1[CH:7]=[C:6]([CH3:8])[C:5]([C:9]2[N:10]=[C:11]([NH:14][C:15](=[O:22])[C:16]3[CH:21]=[CH:20][N:19]=[CH:18][CH:17]=3)[S:12][CH:13]=2)=[C:4]([CH3:23])[CH:3]=1.[CH3:24][N:25]([CH3:36])[CH2:26][CH2:27][O:28][C:29]1[N:30]=[CH:31][C:32]([SH:35])=[N:33][CH:34]=1.C(=O)([O-])[O-].[K+].[K+]. The catalyst is CN(C=O)C.[Cu](I)I. (3) The reactants are [OH:1][C:2]1[CH:9]=[CH:8][C:7]([O:10][CH3:11])=[CH:6][C:3]=1[CH:4]=[O:5].C(O[I:16](OC(=O)C)([O-])(=O)=O)(=O)C.C([N+](CC)(CC)CC)C. The catalyst is ClCCl. The product is [OH:1][C:2]1[C:9]([I:16])=[CH:8][C:7]([O:10][CH3:11])=[CH:6][C:3]=1[CH:4]=[O:5]. The yield is 0.119. (4) The reactants are [CH3:1][O:2][C:3]1[C:4]([O:14][CH2:15][CH2:16][CH2:17][C:18]2[C:19]([CH:32]([CH3:34])[CH3:33])=[N:20][N:21]([C:23]3[CH:28]=[CH:27][C:26]([N+:29]([O-])=O)=[CH:25][N:24]=3)[CH:22]=2)=[C:5]([CH2:9][C:10]([O:12][CH3:13])=[O:11])[CH:6]=[CH:7][CH:8]=1.CO. The catalyst is [C].[Pd].O1CCCC1. The product is [NH2:29][C:26]1[CH:27]=[CH:28][C:23]([N:21]2[CH:22]=[C:18]([CH2:17][CH2:16][CH2:15][O:14][C:4]3[C:3]([O:2][CH3:1])=[CH:8][CH:7]=[CH:6][C:5]=3[CH2:9][C:10]([O:12][CH3:13])=[O:11])[C:19]([CH:32]([CH3:34])[CH3:33])=[N:20]2)=[N:24][CH:25]=1. The yield is 0.950.